Task: Predict the reactants needed to synthesize the given product.. Dataset: Full USPTO retrosynthesis dataset with 1.9M reactions from patents (1976-2016) (1) Given the product [Cl:1][C:2]1[CH:3]=[CH:4][C:5]([C:8]2[N:9]([CH2:21][C@H:22]([OH:27])[C:23]([F:26])([F:24])[F:25])[C:10](=[O:20])[N:11]([CH2:13][C:14]3[S:18][C:17]([C:31]4[CH:32]=[CH:33][CH:34]=[CH:35][C:30]=4[C:29]([F:40])([F:39])[F:28])=[N:16][CH:15]=3)[N:12]=2)=[CH:6][CH:7]=1, predict the reactants needed to synthesize it. The reactants are: [Cl:1][C:2]1[CH:7]=[CH:6][C:5]([C:8]2[N:9]([CH2:21][C@H:22]([OH:27])[C:23]([F:26])([F:25])[F:24])[C:10](=[O:20])[N:11]([CH2:13][C:14]3[S:18][C:17](Cl)=[N:16][CH:15]=3)[N:12]=2)=[CH:4][CH:3]=1.[F:28][C:29]([F:40])([F:39])[C:30]1[CH:35]=[CH:34][CH:33]=[CH:32][C:31]=1B(O)O.C1(P(C2CCCCC2)C2C=CC=CC=2C2C=CC=CC=2N(C)C)CCCCC1.P([O-])([O-])([O-])=O.[K+].[K+].[K+]. (2) Given the product [Si:19]([O:9][C:6]1([C:4]2[N:3]=[CH:2][NH:1][CH:5]=2)[CH2:8][CH2:7]1)([C:16]([CH3:18])([CH3:17])[CH3:15])([CH3:21])[CH3:20], predict the reactants needed to synthesize it. The reactants are: [NH:1]1[CH:5]=[C:4]([C:6]2([OH:9])[CH2:8][CH2:7]2)[N:3]=[CH:2]1.N1C=CN=C1.[CH3:15][C:16]([Si:19](Cl)([CH3:21])[CH3:20])([CH3:18])[CH3:17]. (3) Given the product [C:31]1([C@H:37]([NH:40][C:18]([C:11]2[CH:10]=[C:9]([C:7]([N:3]3[CH2:4][CH2:5][CH2:6][C@@H:2]3[CH3:1])=[O:8])[N:17]3[CH2:16][CH2:15][O:14][CH2:13][C:12]=23)=[O:20])[CH2:38][CH3:39])[CH:36]=[CH:35][CH:34]=[CH:33][CH:32]=1, predict the reactants needed to synthesize it. The reactants are: [CH3:1][C@H:2]1[CH2:6][CH2:5][CH2:4][N:3]1[C:7]([C:9]1[N:17]2[C:12]([CH2:13][O:14][CH2:15][CH2:16]2)=[C:11]([C:18]([OH:20])=O)[CH:10]=1)=[O:8].ON1C2C=CC=CC=2N=N1.[C:31]1([C@H:37]([NH2:40])[CH2:38][CH3:39])[CH:36]=[CH:35][CH:34]=[CH:33][CH:32]=1.O. (4) Given the product [Br:37][C:7]1[CH:8]=[C:3]([CH2:1][CH3:2])[C:4]([NH2:9])=[N:5][CH:6]=1, predict the reactants needed to synthesize it. The reactants are: [CH2:1]([C:3]1[C:4]([NH:9]C(=O)OC(C)(C)C)=[N:5][CH:6]=[CH:7][CH:8]=1)[CH3:2].Cl.O1CCOCC1.C([O-])([O-])=O.[K+].[K+].C1C(=O)N([Br:37])C(=O)C1. (5) Given the product [F:23][C:22]([F:25])([F:24])[C:20]([N:10]1[C:11]2[C:7](=[CH:6][CH:5]=[C:4]([N+:1]([O-:3])=[O:2])[CH:12]=2)[CH2:8][CH2:9]1)=[O:21], predict the reactants needed to synthesize it. The reactants are: [N+:1]([C:4]1[CH:12]=[C:11]2[C:7]([CH2:8][CH2:9][NH:10]2)=[CH:6][CH:5]=1)([O-:3])=[O:2].CCN(CC)CC.[C:20](O[C:20]([C:22]([F:25])([F:24])[F:23])=[O:21])([C:22]([F:25])([F:24])[F:23])=[O:21].O. (6) Given the product [Cl:1][C:2]1[CH:3]=[C:4]([C:8]#[C:9][C:10]2[CH:14]3[CH2:15][CH2:16][N:17]([C:30]([CH:25]4[CH2:29][CH2:28][CH2:27][CH2:26]4)=[O:31])[CH:13]3[O:12][N:11]=2)[CH:5]=[CH:6][CH:7]=1, predict the reactants needed to synthesize it. The reactants are: [Cl:1][C:2]1[CH:3]=[C:4]([C:8]#[C:9][C:10]2[NH:11][O:12][CH:13]3[NH:17][CH2:16][CH2:15][C:14]=23)[CH:5]=[CH:6][CH:7]=1.C(N(CC)CC)C.[CH:25]1([C:30](Cl)=[O:31])[CH2:29][CH2:28][CH2:27][CH2:26]1.O. (7) Given the product [F:25][C:26]1[CH:31]=[CH:30][CH:29]=[C:28]([F:32])[C:27]=1[C:33]1[N:34]=[CH:2][C:3]2[CH2:12][CH2:11][C@H:10]3[C@H:9]([CH3:13])[C:8]4([CH2:7][CH2:6][C@:5]3([C:18]3[CH:23]=[CH:22][CH:21]=[CH:20][CH:19]=3)[C:4]=2[N:35]=1)[O:17][CH2:16][CH2:15][O:14]4, predict the reactants needed to synthesize it. The reactants are: O/[CH:2]=[C:3]1\[C:4](=O)[C@:5]2([C:18]3[CH:23]=[CH:22][CH:21]=[CH:20][CH:19]=3)[C@@H:10]([CH2:11][CH2:12]\1)[C@H:9]([CH3:13])[C:8]1([O:17][CH2:16][CH2:15][O:14]1)[CH2:7][CH2:6]2.[F:25][C:26]1[CH:31]=[CH:30][CH:29]=[C:28]([F:32])[C:27]=1[C:33](=[NH:35])[NH2:34].N1CCCCC1. (8) Given the product [F:13][C:14]1[CH:15]=[CH:16][C:17]([C:2]2[CH:11]=[CH:10][C:9]3[C:4](=[CH:5][CH:6]=[C:7]([OH:12])[CH:8]=3)[CH:3]=2)=[C:18]([CH:21]=1)[C:19]([NH2:20])=[O:32], predict the reactants needed to synthesize it. The reactants are: Br[C:2]1[CH:3]=[C:4]2[C:9](=[CH:10][CH:11]=1)[CH:8]=[C:7]([OH:12])[CH:6]=[CH:5]2.[F:13][C:14]1[CH:15]=[CH:16][C:17](B2OC(C)(C)C(C)(C)O2)=[C:18]([CH:21]=1)[C:19]#[N:20].C(=O)([O-])[O-:32].[Na+].[Na+].Cl. (9) Given the product [C:26]([NH:30][S:31]([C:34]1[S:35][C:36]([C:2]2[CH:7]=[CH:6][CH:5]=[C:4]([C:8]3[N:9]=[C:10]([C:22]([F:23])([F:25])[F:24])[CH:11]=[C:12]([C:14]4[CH:19]=[CH:18][C:17]([F:20])=[C:16]([F:21])[CH:15]=4)[N:13]=3)[CH:3]=2)=[CH:37][CH:38]=1)(=[O:32])=[O:33])([CH3:29])([CH3:27])[CH3:28], predict the reactants needed to synthesize it. The reactants are: Br[C:2]1[CH:3]=[C:4]([C:8]2[N:13]=[C:12]([C:14]3[CH:19]=[CH:18][C:17]([F:20])=[C:16]([F:21])[CH:15]=3)[CH:11]=[C:10]([C:22]([F:25])([F:24])[F:23])[N:9]=2)[CH:5]=[CH:6][CH:7]=1.[C:26]([NH:30][S:31]([C:34]1[S:35][C:36](B2OC(C)(C)C(C)(C)O2)=[CH:37][CH:38]=1)(=[O:33])=[O:32])([CH3:29])([CH3:28])[CH3:27]. (10) Given the product [CH:14]([O:13][CH:10]1[CH2:11][CH2:12][C:7]([B:19]2[O:23][C:22]([CH3:25])([CH3:24])[C:21]([CH3:27])([CH3:26])[O:20]2)=[CH:8][CH2:9]1)([CH3:16])[CH3:15], predict the reactants needed to synthesize it. The reactants are: FC(F)(F)S(O[C:7]1[CH2:12][CH2:11][CH:10]([O:13][CH:14]([CH3:16])[CH3:15])[CH2:9][CH:8]=1)(=O)=O.[B:19]1([B:19]2[O:23][C:22]([CH3:25])([CH3:24])[C:21]([CH3:27])([CH3:26])[O:20]2)[O:23][C:22]([CH3:25])([CH3:24])[C:21]([CH3:27])([CH3:26])[O:20]1.C([O-])(=O)C.[K+].C(Cl)Cl.